From a dataset of Reaction yield outcomes from USPTO patents with 853,638 reactions. Predict the reaction yield, written as a fraction of the theoretical maximum amount of product (1.0 means a 100% yield; for example, 0.34 means a 34% yield). (1) The reactants are [F:1][C:2]1[CH:3]=[C:4]([CH:8]=[C:9]([N+:11]([O-:13])=[O:12])[CH:10]=1)[C:5](O)=[O:6].C[CH2:15][N:16](C(C)C)C(C)C.CN(C(ON1N=NC2C=CC=NC1=2)=[N+](C)C)C.F[P-](F)(F)(F)(F)F.CN. The catalyst is C(Cl)Cl.CCOC(C)=O.CN(C=O)C. The product is [F:1][C:2]1[CH:3]=[C:4]([CH:8]=[C:9]([N+:11]([O-:13])=[O:12])[CH:10]=1)[C:5]([NH:16][CH3:15])=[O:6]. The yield is 0.900. (2) The reactants are O.[Cl:2][C:3]1[CH:4]=[C:5]([CH:10]2[CH2:14][CH2:13][NH:12][CH2:11]2)[CH:6]=[C:7]([Cl:9])[CH:8]=1.[OH:15][C@H:16]([C:20]1[CH:25]=[CH:24][CH:23]=[CH:22][CH:21]=1)[C:17]([OH:19])=[O:18]. The catalyst is CC(O)C. The product is [OH:15][C@H:16]([C:20]1[CH:25]=[CH:24][CH:23]=[CH:22][CH:21]=1)[C:17]([OH:19])=[O:18].[Cl:2][C:3]1[CH:4]=[C:5]([C@H:10]2[CH2:14][CH2:13][NH:12][CH2:11]2)[CH:6]=[C:7]([Cl:9])[CH:8]=1. The yield is 0.180. (3) The reactants are Br[C:2]1[CH:3]=[N:4][N:5]2[CH:10]=[CH:9][C:8]([N:11]3[C@@H:15]([CH:16]([CH3:18])[CH3:17])[CH2:14][O:13][C:12]3=[O:19])=[N:7][C:6]=12.CC1(C)C(C)(C)OB([C:28]2[CH:36]=[CH:35][C:31]([C:32]([OH:34])=[O:33])=[CH:30][CH:29]=2)O1.C([O-])([O-])=O.[K+].[K+].CC(C1C=C(C(C)C)C(C2C=CC=CC=2P(C2CCCCC2)C2CCCCC2)=C(C(C)C)C=1)C. The catalyst is O1CCOCC1.CCOC(C)=O.C1C=CC(/C=C/C(/C=C/C2C=CC=CC=2)=O)=CC=1.C1C=CC(/C=C/C(/C=C/C2C=CC=CC=2)=O)=CC=1.C1C=CC(/C=C/C(/C=C/C2C=CC=CC=2)=O)=CC=1.[Pd].[Pd]. The product is [CH:16]([C@H:15]1[CH2:14][O:13][C:12](=[O:19])[N:11]1[C:8]1[CH:9]=[CH:10][N:5]2[N:4]=[CH:3][C:2]([C:28]3[CH:36]=[CH:35][C:31]([C:32]([OH:34])=[O:33])=[CH:30][CH:29]=3)=[C:6]2[N:7]=1)([CH3:18])[CH3:17]. The yield is 0.450. (4) The reactants are [C:1]([O:5][C:6]([N:8]1[CH2:13][CH2:12][NH:11][CH2:10][CH2:9]1)=[O:7])([CH3:4])([CH3:3])[CH3:2].Br[C:15]1[CH:20]=[CH:19][C:18]([C:21]([F:24])([F:23])[F:22])=[C:17]([F:25])[CH:16]=1.[Cl-].C(C1C=CC=C(C(C)C)C=1[N+]1C=CN(C2C(C(C)C)=CC=CC=2C(C)C)C=1)(C)C.CC(C)([O-])C.[Na+]. The catalyst is C1(C)C=CC=CC=1. The product is [C:1]([O:5][C:6]([N:8]1[CH2:13][CH2:12][N:11]([C:15]2[CH:20]=[CH:19][C:18]([C:21]([F:23])([F:24])[F:22])=[C:17]([F:25])[CH:16]=2)[CH2:10][CH2:9]1)=[O:7])([CH3:4])([CH3:2])[CH3:3]. The yield is 0.860.